Dataset: Full USPTO retrosynthesis dataset with 1.9M reactions from patents (1976-2016). Task: Predict the reactants needed to synthesize the given product. (1) Given the product [CH3:1][C:2]1[C:3]([N:8]([CH2:42][O:43][CH2:44][CH2:45][O:46][CH3:47])[S:9]([C:12]2[S:13][C:14]([CH3:41])=[CH:15][C:16]=2[C:17]2[CH:22]=[CH:21][C:20]([CH2:23][N:24]3[C:33]4[C:28](=[C:29]([CH2:36][CH3:37])[N:30]=[C:31]([CH2:34][CH3:35])[CH:32]=4)[C:27]([O:48][CH2:49][CH3:50])=[CH:26][C:25]3=[O:39])=[CH:19][C:18]=2[CH3:40])(=[O:11])=[O:10])=[N:4][O:5][C:6]=1[CH3:7], predict the reactants needed to synthesize it. The reactants are: [CH3:1][C:2]1[C:3]([N:8]([CH2:42][O:43][CH2:44][CH2:45][O:46][CH3:47])[S:9]([C:12]2[S:13][C:14]([CH3:41])=[CH:15][C:16]=2[C:17]2[CH:22]=[CH:21][C:20]([CH2:23][N:24]3[C:33]4[C:28](=[C:29]([CH2:36][CH3:37])[N:30]=[C:31]([CH2:34][CH3:35])[CH:32]=4)[C:27](Cl)=[CH:26][C:25]3=[O:39])=[CH:19][C:18]=2[CH3:40])(=[O:11])=[O:10])=[N:4][O:5][C:6]=1[CH3:7].[O-:48][CH2:49][CH3:50].[Na+]. (2) Given the product [NH2:24][C:8]1[N:7]=[C:6]([NH:5][CH2:1][CH2:2][CH2:3][CH3:4])[N:14]=[C:13]2[C:9]=1[NH:10][C:11](=[O:22])[N:12]2[CH2:15][CH:16]1[CH2:21][CH2:20][CH2:19][O:18][CH2:17]1, predict the reactants needed to synthesize it. The reactants are: [CH2:1]([NH:5][C:6]1[N:14]=[C:13]2[C:9]([N:10]=[C:11]([O:22]C)[N:12]2[CH2:15][CH:16]2[CH2:21][CH2:20][CH2:19][O:18][CH2:17]2)=[C:8]([NH2:24])[N:7]=1)[CH2:2][CH2:3][CH3:4].Cl.[OH-].[Na+]. (3) Given the product [CH3:14][NH:15][C:16]1[S:17][C:11]([C:1]2[C:10]3[C:5](=[CH:6][CH:7]=[CH:8][CH:9]=3)[CH:4]=[CH:3][CH:2]=2)=[N:19][N:18]=1, predict the reactants needed to synthesize it. The reactants are: [C:1]1([C:11](O)=O)[C:10]2[C:5](=[CH:6][CH:7]=[CH:8][CH:9]=2)[CH:4]=[CH:3][CH:2]=1.[CH3:14][NH:15][C:16]([NH:18][NH2:19])=[S:17].C(N(CC)CC)C.CCCP(=O)=O. (4) The reactants are: Cl[C:2]1[N:7]=[C:6]([N:8]2[CH2:13][CH2:12][O:11][CH2:10][C@H:9]2[CH3:14])[CH:5]=[C:4]([C:15]2([S:18]([CH3:21])(=[NH:20])=[O:19])[CH2:17][CH2:16]2)[N:3]=1.C(=O)([O-])[O-].[Na+].[Na+].CC1(C)C(C)(C)OB([C:36]2[CH:41]=[CH:40][N:39]=[C:38]3[N:42]([S:45]([C:48]4[CH:54]=[CH:53][C:51]([CH3:52])=[CH:50][CH:49]=4)(=[O:47])=[O:46])[CH:43]=[CH:44][C:37]=23)O1. Given the product [CH3:14][C@@H:9]1[CH2:10][O:11][CH2:12][CH2:13][N:8]1[C:6]1[CH:5]=[C:4]([C:15]2([S:18]([CH3:21])(=[NH:20])=[O:19])[CH2:17][CH2:16]2)[N:3]=[C:2]([C:36]2[CH:41]=[CH:40][N:39]=[C:38]3[N:42]([S:45]([C:48]4[CH:54]=[CH:53][C:51]([CH3:52])=[CH:50][CH:49]=4)(=[O:46])=[O:47])[CH:43]=[CH:44][C:37]=23)[N:7]=1, predict the reactants needed to synthesize it. (5) The reactants are: Cl[C:2]1[CH:7]=[CH:6][N:5]=[C:4]2[NH:8][C:9]([CH:11]3[CH2:16][CH2:15][CH2:14][CH2:13][CH2:12]3)=[CH:10][C:3]=12.[F:17][C:18]1[CH:19]=[CH:20][C:21]([O:27][CH3:28])=[C:22](B(O)O)[CH:23]=1.P([O-])([O-])([O-])=O.[K+].[K+].[K+].O1CCCC1. Given the product [CH:11]1([C:9]2[NH:8][C:4]3=[N:5][CH:6]=[CH:7][C:2]([C:20]4[CH:19]=[C:18]([F:17])[CH:23]=[CH:22][C:21]=4[O:27][CH3:28])=[C:3]3[CH:10]=2)[CH2:16][CH2:15][CH2:14][CH2:13][CH2:12]1, predict the reactants needed to synthesize it. (6) Given the product [Br:1][C:2]1[CH:7]=[N:6][C:5]2[C:8](=[O:9])[NH:39][N:40]=[CH:12][C:4]=2[CH:3]=1, predict the reactants needed to synthesize it. The reactants are: [Br:1][C:2]1[CH:3]=[C:4]([CH3:12])[C:5]([C:8](OC)=[O:9])=[N:6][CH:7]=1.BrN1C(=O)CCC1=O.C(OOC(=O)C1C=CC=CC=1)(=O)C1C=CC=CC=1.[NH2:39][NH2:40]. (7) Given the product [CH3:1][C:2]1[CH:3]=[CH:4][CH:5]=[C:6]2[C:11]=1[C:10](=[O:15])[NH:9][CH:8]=[CH:7]2, predict the reactants needed to synthesize it. The reactants are: [CH3:1][C:2]1[CH:3]=[CH:4][CH:5]=[C:6]2[C:11]=1[CH:10]=[N+:9]([O-])[CH:8]=[CH:7]2.CC(OC(C)=O)=[O:15]. (8) Given the product [C:1]([C:4]1[C:39](=[O:40])[C@@:8]2([CH3:41])[C:9]3[C:15]([OH:16])=[CH:14][C:13]([O:17][CH3:18])=[C:12]([C:19]([NH:21][CH2:22][C:23]4[C:32]5[C:27](=[CH:28][CH:29]=[CH:30][CH:31]=5)[CH:26]=[C:25]([CH2:33][CH2:34][C:35]([O:37][CH3:38])=[O:36])[CH:24]=4)=[O:20])[C:10]=3[O:11][C:7]2=[CH:6][C:5]=1[OH:42])(=[O:3])[CH3:2], predict the reactants needed to synthesize it. The reactants are: [C:1]([C:4]1[C:39](=[O:40])[C@@:8]2([CH3:41])[C:9]3[C:15]([OH:16])=[CH:14][C:13]([O:17][CH3:18])=[C:12]([C:19]([NH:21][CH2:22][C:23]4[C:32]5[C:27](=[CH:28][CH:29]=[CH:30][CH:31]=5)[CH:26]=[C:25](/[CH:33]=[CH:34]/[C:35]([O:37][CH3:38])=[O:36])[CH:24]=4)=[O:20])[C:10]=3[O:11][C:7]2=[CH:6][C:5]=1[OH:42])(=[O:3])[CH3:2].[H][H].